This data is from Forward reaction prediction with 1.9M reactions from USPTO patents (1976-2016). The task is: Predict the product of the given reaction. Given the reactants [C:1]([O:5][C:6](=[O:31])[CH2:7][CH2:8][CH2:9][O:10][CH2:11][CH2:12][N:13]1[C:22]2[C:17]([C:18](=[O:24])[NH:19][C:20](=[O:23])[N:21]=2)=[N:16][C:15]2[CH:25]=[C:26]([CH3:30])[C:27]([CH3:29])=[CH:28][C:14]1=2)(C)(C)C.C(Cl)(=O)C, predict the reaction product. The product is: [CH3:30][C:26]1[C:27]([CH3:29])=[CH:28][C:14]2[N:13]([CH2:12][CH2:11][O:10][CH2:9][CH2:8][CH2:7][C:6]([O:5][CH3:1])=[O:31])[C:22]3[C:17]([C:18](=[O:24])[NH:19][C:20](=[O:23])[N:21]=3)=[N:16][C:15]=2[CH:25]=1.